This data is from Catalyst prediction with 721,799 reactions and 888 catalyst types from USPTO. The task is: Predict which catalyst facilitates the given reaction. (1) Reactant: [CH3:1][O:2][C:3]1[CH:8]=[CH:7][C:6]([N:9]2[C:13]([NH2:14])=[CH:12][C:11]([C:15]([CH3:18])([CH3:17])[CH3:16])=[N:10]2)=[CH:5][CH:4]=1.[Cl:19][C:20]1[CH:27]=[CH:26][CH:25]=[CH:24][C:21]=1[CH:22]=O.[CH3:28][C:29]1([CH3:37])[CH2:36][C:34](=O)[CH2:33][C:31](=[O:32])[CH2:30]1. Product: [C:15]([C:11]1[C:12]2[CH:22]([C:21]3[CH:24]=[CH:25][CH:26]=[CH:27][C:20]=3[Cl:19])[C:33]3[C:31](=[O:32])[CH2:30][C:29]([CH3:37])([CH3:28])[CH2:36][C:34]=3[NH:14][C:13]=2[N:9]([C:6]2[CH:5]=[CH:4][C:3]([O:2][CH3:1])=[CH:8][CH:7]=2)[N:10]=1)([CH3:18])([CH3:17])[CH3:16]. The catalyst class is: 8. (2) Reactant: [F:1][C:2]([F:16])([F:15])[O:3][C:4]1[CH:14]=[CH:13][C:7]([CH2:8][CH:9]2[CH2:12][O:11][CH2:10]2)=[CH:6][CH:5]=1.[Br:17]N1C(=O)CCC1=O.N(C(C)(C)C#N)=NC(C)(C)C#N.C1(C(F)(F)F)C=CC=CC=1. The catalyst class is: 81. Product: [Br:17][CH:8]([C:7]1[CH:13]=[CH:14][C:4]([O:3][C:2]([F:15])([F:1])[F:16])=[CH:5][CH:6]=1)[CH:9]1[CH2:12][O:11][CH2:10]1.